Predict the product of the given reaction. From a dataset of Forward reaction prediction with 1.9M reactions from USPTO patents (1976-2016). (1) Given the reactants [Cl:1][C:2]1[C:9]([O:10][CH3:11])=[CH:8][CH:7]=[CH:6][C:3]=1[CH:4]=O.C[CH:13]([S:16]([CH:18](SC)C)=[O:17])[S:14][CH3:15], predict the reaction product. The product is: [Cl:1][C:2]1[C:3]([CH:4]=[C:13]([S:14][CH3:15])[S:16]([CH3:18])=[O:17])=[CH:6][CH:7]=[CH:8][C:9]=1[O:10][CH3:11]. (2) Given the reactants [Br:1][C:2]1[CH:11]=[C:10]2[C:5]([C:6](Cl)=[C:7]([C:12]([NH2:14])=[O:13])[CH:8]=[N:9]2)=[CH:4][CH:3]=1.[NH2:16][C:17]1[CH:18]=[C:19]([CH:25]=[CH:26][CH:27]=1)[C:20]([O:22][CH2:23][CH3:24])=[O:21], predict the reaction product. The product is: [NH2:14][C:12]([C:7]1[CH:8]=[N:9][C:10]2[C:5]([C:6]=1[NH:16][C:17]1[CH:18]=[C:19]([CH:25]=[CH:26][CH:27]=1)[C:20]([O:22][CH2:23][CH3:24])=[O:21])=[CH:4][CH:3]=[C:2]([Br:1])[CH:11]=2)=[O:13]. (3) The product is: [Cl:24][C:25]1[CH:26]=[CH:27][C:28]2[N:29]([N:31]=[C:32]([C:45]3[CH:46]=[CH:47][CH:48]=[CH:49][CH:50]=3)[C:33]=2[CH2:34][C:35]2[N:40]=[C:39]([C:41]3[NH:42][C:1](=[S:2])[O:44][N:43]=3)[CH:38]=[CH:37][CH:36]=2)[CH:30]=1. Given the reactants [C:1](N1C=CN=C1)(N1C=CN=C1)=[S:2].C1CCN2C(=NCCC2)CC1.[Cl:24][C:25]1[CH:26]=[CH:27][C:28]2[N:29]([N:31]=[C:32]([C:45]3[CH:50]=[CH:49][CH:48]=[CH:47][CH:46]=3)[C:33]=2[CH2:34][C:35]2[N:40]=[C:39]([C:41]([NH:43][OH:44])=[NH:42])[CH:38]=[CH:37][CH:36]=2)[CH:30]=1.Cl, predict the reaction product. (4) Given the reactants [OH:1][C:2]1[C:3](=[O:15])[CH:4]=[C:5]([CH2:8][N:9]2[CH2:14][CH2:13][O:12][CH2:11][CH2:10]2)[O:6][CH:7]=1.C([O-])([O-])=O.[Cs+].[Cs+].Br[CH2:23][C:24]1[CH:45]=[CH:44][C:27]([CH2:28][S:29][C:30]2[C:39]3[C:34](=[CH:35][C:36]([C:40]([F:43])([F:42])[F:41])=[CH:37][CH:38]=3)[N:33]=[CH:32][CH:31]=2)=[CH:26][CH:25]=1.O, predict the reaction product. The product is: [F:43][C:40]([F:41])([F:42])[C:36]1[CH:35]=[C:34]2[C:39]([C:30]([S:29][CH2:28][C:27]3[CH:44]=[CH:45][C:24]([CH2:23][O:1][C:2]4[C:3](=[O:15])[CH:4]=[C:5]([CH2:8][N:9]5[CH2:14][CH2:13][O:12][CH2:11][CH2:10]5)[O:6][CH:7]=4)=[CH:25][CH:26]=3)=[CH:31][CH:32]=[N:33]2)=[CH:38][CH:37]=1. (5) Given the reactants [OH:1][C:2]1[CH:3]=[C:4]2[C:9](=[CH:10][CH:11]=1)[CH:8]=[C:7]([C:12]1[C:20]3[C:15](=[CH:16][CH:17]=[C:18]([C:21]#[N:22])[CH:19]=3)[N:14]([CH:23]3[CH2:28][CH2:27][CH2:26][CH2:25][O:24]3)[N:13]=1)[CH:6]=[CH:5]2.C1(P(C2C=CC=CC=2)C2C=CC=CC=2)C=CC=CC=1.[CH3:48][C@H:49]1[CH2:53][CH2:52][C@@H:51]([CH3:54])[N:50]1[CH2:55][CH2:56]O, predict the reaction product. The product is: [CH3:48][CH:49]1[CH2:53][CH2:52][CH:51]([CH3:54])[N:50]1[CH2:55][CH2:56][O:1][C:2]1[CH:3]=[C:4]2[C:9](=[CH:10][CH:11]=1)[CH:8]=[C:7]([C:12]1[C:20]3[C:15](=[CH:16][CH:17]=[C:18]([C:21]#[N:22])[CH:19]=3)[N:14]([CH:23]3[CH2:28][CH2:27][CH2:26][CH2:25][O:24]3)[N:13]=1)[CH:6]=[CH:5]2. (6) Given the reactants [OH:1][C:2]([CH2:7][C@@H:8]([C@@H:10]([CH2:12][OH:13])[OH:11])[OH:9])(O)C(O)=O.Cl.Cl[O-].[Na+], predict the reaction product. The product is: [O:1]=[CH:2][CH2:7][C@@H:8]([C@@H:10]([CH2:12][OH:13])[OH:11])[OH:9].